From a dataset of Forward reaction prediction with 1.9M reactions from USPTO patents (1976-2016). Predict the product of the given reaction. (1) Given the reactants [OH:1][C:2]1[CH:11]=[C:10]2[C:5]([CH2:6][CH2:7][N:8]([CH2:12][C:13]#[CH:14])[CH2:9]2)=[CH:4][CH:3]=1.[CH2:15]([N:17]([CH3:21])[C:18](Cl)=[O:19])[CH3:16], predict the reaction product. The product is: [CH3:21][N:17]([CH2:15][CH3:16])[C:18]([O:1][C:2]1[CH:11]=[C:10]2[C:5]([CH2:6][CH2:7][N:8]([CH2:12][C:13]#[CH:14])[CH2:9]2)=[CH:4][CH:3]=1)=[O:19]. (2) Given the reactants Br[C:2]1[CH:3]=[CH:4][C:5]2[N:6]([C:8]([C:11]3[CH:16]=[CH:15][C:14]([O:17][CH3:18])=[CH:13][CH:12]=3)=[CH:9][N:10]=2)[CH:7]=1.[F:19][C:20]1[CH:25]=[CH:24][C:23]([N:26]2[C:30](B3OC(C)(C)C(C)(C)O3)=[CH:29][CH:28]=[N:27]2)=[CH:22][CH:21]=1, predict the reaction product. The product is: [F:19][C:20]1[CH:21]=[CH:22][C:23]([N:26]2[C:30]([C:2]3[CH:3]=[CH:4][C:5]4[N:6]([C:8]([C:11]5[CH:16]=[CH:15][C:14]([O:17][CH3:18])=[CH:13][CH:12]=5)=[CH:9][N:10]=4)[CH:7]=3)=[CH:29][CH:28]=[N:27]2)=[CH:24][CH:25]=1. (3) Given the reactants [C:1]([NH:4][C:5]1[S:6][CH:7]=[C:8]([C:10]([OH:12])=O)[N:9]=1)(=[O:3])[CH3:2].C(N1C=CN=C1)(N1C=CN=C1)=O.[NH:25]([C:34]([O:36][CH2:37][CH2:38][C:39]1[CH:44]=[CH:43][C:42]([NH2:45])=[CH:41][CH:40]=1)=[O:35])[NH:26][C:27]([O:29][C:30]([CH3:33])([CH3:32])[CH3:31])=[O:28].O, predict the reaction product. The product is: [NH:25]([C:34]([O:36][CH2:37][CH2:38][C:39]1[CH:44]=[CH:43][C:42]([NH:45][C:10]([C:8]2[N:9]=[C:5]([NH:4][C:1](=[O:3])[CH3:2])[S:6][CH:7]=2)=[O:12])=[CH:41][CH:40]=1)=[O:35])[NH:26][C:27]([O:29][C:30]([CH3:32])([CH3:33])[CH3:31])=[O:28]. (4) Given the reactants F[C:2]1[CH:7]=[CH:6][C:5]([NH:8][C:9]2[C:14]([C:15]([F:18])([F:17])[F:16])=[CH:13][N:12]=[C:11]([NH:19][C:20]3[CH:34]=[CH:33][C:23]([CH2:24][P:25](=[O:32])([O:29][CH2:30][CH3:31])[O:26][CH2:27][CH3:28])=[CH:22][C:21]=3[O:35][CH3:36])[N:10]=2)=[C:4]([C:37](=[O:40])[NH:38][CH3:39])[CH:3]=1.Cl[C:42]1C(C(F)(F)F)=CN=C(NC2C=CC(CP(=O)([O-])[O-])=CC=2OC)[N:43]=1.NC1C=CC(C#N)=CC=1C(NC)=O, predict the reaction product. The product is: [C:42]([C:2]1[CH:7]=[CH:6][C:5]([NH:8][C:9]2[C:14]([C:15]([F:17])([F:18])[F:16])=[CH:13][N:12]=[C:11]([NH:19][C:20]3[CH:34]=[CH:33][C:23]([CH2:24][P:25](=[O:32])([O:26][CH2:27][CH3:28])[O:29][CH2:30][CH3:31])=[CH:22][C:21]=3[O:35][CH3:36])[N:10]=2)=[C:4]([C:37](=[O:40])[NH:38][CH3:39])[CH:3]=1)#[N:43]. (5) Given the reactants C(N(CC)CC)C.[Cl:8][C:9]1[C:16]([Cl:17])=[CH:15][CH:14]=[C:13]([N+:18]([O-:20])=[O:19])[C:10]=1[CH2:11]O.S(Cl)([Cl:23])=O.O, predict the reaction product. The product is: [Cl:17][C:16]1[CH:15]=[CH:14][C:13]([N+:18]([O-:20])=[O:19])=[C:10]([CH2:11][Cl:23])[C:9]=1[Cl:8]. (6) Given the reactants [NH2:1][C:2]1[C:3]([Br:20])=[C:4]2[C:8](=[CH:9][CH:10]=1)[C:7](=O)[C:6]([CH2:18][CH3:19])([CH2:12][CH2:13][C:14](=[O:17])[CH2:15][CH3:16])[CH2:5]2.C([O-])([O-])=O.[K+].[K+], predict the reaction product. The product is: [NH2:1][C:2]1[C:3]([Br:20])=[C:4]2[C:8]([C:7]3[C:6]([CH2:18][CH3:19])([CH2:5]2)[CH2:12][CH2:13][C:14](=[O:17])[C:15]=3[CH3:16])=[CH:9][CH:10]=1. (7) Given the reactants Br[C:2]1[CH:3]=[C:4]([CH:10]=[CH:11][CH:12]=1)[C:5]([O:7][CH2:8][CH3:9])=[O:6].C(N(CC)CC)C.[CH3:20][C:21]([CH3:25])([CH3:24])[C:22]#[CH:23], predict the reaction product. The product is: [CH3:20][C:21]([CH3:25])([CH3:24])[C:22]#[C:23][C:2]1[CH:3]=[C:4]([CH:10]=[CH:11][CH:12]=1)[C:5]([O:7][CH2:8][CH3:9])=[O:6]. (8) Given the reactants [Br:1][C:2]1[CH:7]=[C:6]([CH3:8])[C:5]([C:9]2[C:10](=[O:23])[C:11](=[CH:16][C:17]3[CH:22]=[CH:21][CH:20]=[CH:19][N:18]=3)[CH2:12][C:13]=2[O:14][CH3:15])=[C:4]([CH3:24])[CH:3]=1, predict the reaction product. The product is: [Br:1][C:2]1[CH:3]=[C:4]([CH3:24])[C:5]([C:9]2[C:10](=[O:23])[CH:11]([CH2:16][C:17]3[CH:22]=[CH:21][CH:20]=[CH:19][N:18]=3)[CH2:12][C:13]=2[O:14][CH3:15])=[C:6]([CH3:8])[CH:7]=1.